This data is from Drug half-life prediction data from Obach et al.. The task is: Regression/Classification. Given a drug SMILES string, predict its absorption, distribution, metabolism, or excretion properties. Task type varies by dataset: regression for continuous measurements (e.g., permeability, clearance, half-life) or binary classification for categorical outcomes (e.g., BBB penetration, CYP inhibition). For this dataset (half_life_obach), we predict log10(half-life) (log10 of half-life in hours). (1) The molecule is CO[C@H]1/C=C/O[C@@]2(C)Oc3c(C)c(O)c4c(c3C2=O)C2=NC3(CCN(CC(C)C)CC3)NC2=C(NC(=O)/C(C)=C\C=C\[C@H](C)[C@H](O)[C@@H](C)[C@@H](O)[C@@H](C)[C@H](OC(C)=O)[C@@H]1C)C4=O. The log10(half-life) is 1.57. (2) The compound is CC(C)NCC(O)COc1ccc(COCCOC(C)C)cc1. The log10(half-life) is 1.00. (3) The compound is CC1(C)S[C@@H]2[C@H](NC(=O)[C@H](NC(=O)N3CCN(S(C)(=O)=O)C3=O)c3ccccc3)C(=O)N2[C@H]1C(=O)O. The log10(half-life) is 0.0800.